From a dataset of Full USPTO retrosynthesis dataset with 1.9M reactions from patents (1976-2016). Predict the reactants needed to synthesize the given product. (1) Given the product [Br:17][C:14]1[CH:26]=[C:27]([NH:9][C:6]2[CH:7]=[CH:8][N:4]([CH:1]3[CH2:3][CH2:2]3)[N:5]=2)[C:20](=[O:23])[N:12]([CH3:19])[CH:13]=1, predict the reactants needed to synthesize it. The reactants are: [CH:1]1([N:4]2[CH:8]=[CH:7][C:6]([NH2:9])=[N:5]2)[CH2:3][CH2:2]1.BrC1[N:12]([CH3:19])[C:13](=O)[C:14]([Br:17])=NC=1.[C:20](=[O:23])([O-])[O-].[Cs+].[Cs+].[CH3:26][C:27]1(C)C2C(=C(P(C3C=CC=CC=3)C3C=CC=CC=3)C=CC=2)OC2C(P(C3C=CC=CC=3)C3C=CC=CC=3)=CC=CC1=2. (2) Given the product [CH2:1]([N:8]1[CH2:13][CH2:12][N:11]([C:14]2[CH:15]=[CH:16][C:17]([NH2:20])=[CH:18][CH:19]=2)[CH2:10][CH:9]1[CH2:23][F:24])[C:2]1[CH:3]=[CH:4][CH:5]=[CH:6][CH:7]=1, predict the reactants needed to synthesize it. The reactants are: [CH2:1]([N:8]1[CH2:13][CH2:12][N:11]([C:14]2[CH:19]=[CH:18][C:17]([N+:20]([O-])=O)=[CH:16][CH:15]=2)[CH2:10][CH:9]1[CH2:23][F:24])[C:2]1[CH:7]=[CH:6][CH:5]=[CH:4][CH:3]=1.[Cl-].[NH4+]. (3) Given the product [CH2:1]([O:3][C:4](=[O:13])[CH2:5][C:6]1([CH2:17][N+:14]([O-:16])=[O:15])[CH2:7][C@@H:8]([CH3:12])[C@H:9]([CH3:11])[CH2:10]1)[CH3:2], predict the reactants needed to synthesize it. The reactants are: [CH2:1]([O:3][C:4](=[O:13])[CH:5]=[C:6]1[CH2:10][C@@H:9]([CH3:11])[C@H:8]([CH3:12])[CH2:7]1)[CH3:2].[N+:14]([CH3:17])([O-:16])=[O:15].[F-].C([N+](CCCC)(CCCC)CCCC)CCC. (4) Given the product [CH:1]1[C:11]2[CH2:10][CH2:9][C:8]3[CH:12]=[CH:13][CH:14]=[CH:15][C:7]=3[NH:6][C:5]=2[CH:4]=[CH:3][C:2]=1[C:16]([OH:20])=[O:17], predict the reactants needed to synthesize it. The reactants are: [CH:1]1[C:11]2[CH2:10][CH2:9][C:8]3[CH:12]=[CH:13][CH:14]=[CH:15][C:7]=3[NH:6][C:5]=2[CH:4]=[CH:3][C:2]=1[CH:16]=[O:17].CS(C)=[O:20].P([O-])(O)(O)=O.[Na+].Cl([O-])=O.[Na+].